From a dataset of Retrosynthesis with 50K atom-mapped reactions and 10 reaction types from USPTO. Predict the reactants needed to synthesize the given product. (1) Given the product Cc1c(C)c(S(=O)(=O)NC(=N)NCCC[C@H](NC(=O)c2cccn(CC(=O)N(c3ccccc3)c3ccccc3)c2=O)C(=O)OC(C)(C)C)c(C)c2c1OC(C)(C)CC2, predict the reactants needed to synthesize it. The reactants are: Cc1c(C)c(S(=O)(=O)NC(=N)NCCC[C@H](N)C(=O)OC(C)(C)C)c(C)c2c1OC(C)(C)CC2.O=C(O)c1cccn(CC(=O)N(c2ccccc2)c2ccccc2)c1=O. (2) Given the product O=C(C1CCCCC1)N1CCC(NCc2ccccc2Oc2ccc(Cl)cc2)CC1, predict the reactants needed to synthesize it. The reactants are: NCc1ccccc1Oc1ccc(Cl)cc1.O=C1CCN(C(=O)C2CCCCC2)CC1. (3) Given the product CC(C)(C)OC(=O)N1CCC(COC(CCOS(C)(=O)=O)c2cc(Cl)cc3cn(COCC[Si](C)(C)C)nc23)(c2ccc(F)cc2)CC1, predict the reactants needed to synthesize it. The reactants are: CC(C)(C)OC(=O)N1CCC(COC(CCO)c2cc(Cl)cc3cn(COCC[Si](C)(C)C)nc23)(c2ccc(F)cc2)CC1.CS(=O)(=O)Cl. (4) The reactants are: CNOC.O=C(Cl)N1CCc2ccccc2C1. Given the product CON(C)C(=O)N1CCc2ccccc2C1, predict the reactants needed to synthesize it. (5) The reactants are: COC(=O)C(N)(CC#Cc1ccccc1)S(=O)(=O)c1ccc(-c2ccc3c(c2)OCO3)cc1. Given the product NC(CC#Cc1ccccc1)(C(=O)O)S(=O)(=O)c1ccc(-c2ccc3c(c2)OCO3)cc1, predict the reactants needed to synthesize it.